From a dataset of NCI-60 drug combinations with 297,098 pairs across 59 cell lines. Regression. Given two drug SMILES strings and cell line genomic features, predict the synergy score measuring deviation from expected non-interaction effect. (1) Drug 1: C1=CC=C(C(=C1)C(C2=CC=C(C=C2)Cl)C(Cl)Cl)Cl. Drug 2: CN(CC1=CN=C2C(=N1)C(=NC(=N2)N)N)C3=CC=C(C=C3)C(=O)NC(CCC(=O)O)C(=O)O. Cell line: SF-539. Synergy scores: CSS=21.7, Synergy_ZIP=3.83, Synergy_Bliss=3.39, Synergy_Loewe=-21.8, Synergy_HSA=-0.253. (2) Drug 1: C1=CC(=CC=C1CC(C(=O)O)N)N(CCCl)CCCl.Cl. Drug 2: C(CCl)NC(=O)N(CCCl)N=O. Cell line: OVCAR-4. Synergy scores: CSS=-0.893, Synergy_ZIP=2.27, Synergy_Bliss=4.96, Synergy_Loewe=-0.0620, Synergy_HSA=0.459. (3) Drug 2: C1CCC(C(C1)N)N.C(=O)(C(=O)[O-])[O-].[Pt+4]. Cell line: UACC62. Synergy scores: CSS=29.8, Synergy_ZIP=-8.33, Synergy_Bliss=-4.73, Synergy_Loewe=2.03, Synergy_HSA=-0.0613. Drug 1: CC1=C2C(C(=O)C3(C(CC4C(C3C(C(C2(C)C)(CC1OC(=O)C(C(C5=CC=CC=C5)NC(=O)OC(C)(C)C)O)O)OC(=O)C6=CC=CC=C6)(CO4)OC(=O)C)O)C)O. (4) Drug 1: C1=NC2=C(N=C(N=C2N1C3C(C(C(O3)CO)O)O)F)N. Drug 2: COC1=NC(=NC2=C1N=CN2C3C(C(C(O3)CO)O)O)N. Cell line: EKVX. Synergy scores: CSS=-2.22, Synergy_ZIP=0.0468, Synergy_Bliss=-2.63, Synergy_Loewe=-2.52, Synergy_HSA=-4.57. (5) Drug 1: CC1=C(N=C(N=C1N)C(CC(=O)N)NCC(C(=O)N)N)C(=O)NC(C(C2=CN=CN2)OC3C(C(C(C(O3)CO)O)O)OC4C(C(C(C(O4)CO)O)OC(=O)N)O)C(=O)NC(C)C(C(C)C(=O)NC(C(C)O)C(=O)NCCC5=NC(=CS5)C6=NC(=CS6)C(=O)NCCC[S+](C)C)O. Drug 2: CCC1(CC2CC(C3=C(CCN(C2)C1)C4=CC=CC=C4N3)(C5=C(C=C6C(=C5)C78CCN9C7C(C=CC9)(C(C(C8N6C)(C(=O)OC)O)OC(=O)C)CC)OC)C(=O)OC)O.OS(=O)(=O)O. Cell line: MOLT-4. Synergy scores: CSS=47.4, Synergy_ZIP=-0.911, Synergy_Bliss=2.75, Synergy_Loewe=0.659, Synergy_HSA=1.08. (6) Drug 1: CCC1(CC2CC(C3=C(CCN(C2)C1)C4=CC=CC=C4N3)(C5=C(C=C6C(=C5)C78CCN9C7C(C=CC9)(C(C(C8N6C=O)(C(=O)OC)O)OC(=O)C)CC)OC)C(=O)OC)O.OS(=O)(=O)O. Drug 2: CC(C)(C#N)C1=CC(=CC(=C1)CN2C=NC=N2)C(C)(C)C#N. Cell line: NCI-H522. Synergy scores: CSS=33.0, Synergy_ZIP=0.00204, Synergy_Bliss=-0.474, Synergy_Loewe=-14.3, Synergy_HSA=-0.426. (7) Drug 1: CC12CCC3C(C1CCC2O)C(CC4=C3C=CC(=C4)O)CCCCCCCCCS(=O)CCCC(C(F)(F)F)(F)F. Drug 2: C(CC(=O)O)C(=O)CN.Cl. Cell line: HOP-92. Synergy scores: CSS=12.2, Synergy_ZIP=1.16, Synergy_Bliss=0.264, Synergy_Loewe=-1.91, Synergy_HSA=-1.59. (8) Drug 1: CC1OCC2C(O1)C(C(C(O2)OC3C4COC(=O)C4C(C5=CC6=C(C=C35)OCO6)C7=CC(=C(C(=C7)OC)O)OC)O)O. Drug 2: C1CN1P(=S)(N2CC2)N3CC3. Cell line: 786-0. Synergy scores: CSS=15.2, Synergy_ZIP=-3.40, Synergy_Bliss=4.54, Synergy_Loewe=-1.76, Synergy_HSA=6.43.